Dataset: Reaction yield outcomes from USPTO patents with 853,638 reactions. Task: Predict the reaction yield, written as a fraction of the theoretical maximum amount of product (1.0 means a 100% yield; for example, 0.34 means a 34% yield). (1) The reactants are Cl.[CH2:2]([N:9]1[CH2:12][CH:11]([OH:13])[CH2:10]1)[C:3]1[CH:8]=[CH:7][CH:6]=[CH:5][CH:4]=1.[H-].[Na+].Cl[C:17]1[N:22]=[CH:21][N:20]=[C:19]2[N:23]([C:26]3[CH:31]=[CH:30][C:29]([S:32]([CH3:35])(=[O:34])=[O:33])=[CH:28][CH:27]=3)[N:24]=[CH:25][C:18]=12. The catalyst is CC(N(C)C)=O. The product is [CH2:2]([N:9]1[CH2:12][CH:11]([O:13][C:17]2[N:22]=[CH:21][N:20]=[C:19]3[N:23]([C:26]4[CH:27]=[CH:28][C:29]([S:32]([CH3:35])(=[O:33])=[O:34])=[CH:30][CH:31]=4)[N:24]=[CH:25][C:18]=23)[CH2:10]1)[C:3]1[CH:4]=[CH:5][CH:6]=[CH:7][CH:8]=1. The yield is 0.410. (2) The reactants are [O:1]=[C:2]1[C:7]([CH2:8][C:9]2[CH:14]=[CH:13][C:12]([C:15]3[C:16]([C:21]#[N:22])=[CH:17][CH:18]=[CH:19][CH:20]=3)=[CH:11][CH:10]=2)=[C:6]([CH2:23][CH2:24][CH3:25])[N:5]2[N:26]=[CH:27][N:28]=[C:4]2[N:3]1[CH:29]1[CH2:34][CH2:33][CH:32]([O:35][CH2:36][CH:37]=[CH2:38])[CH2:31][CH2:30]1.I([O-])(=O)(=O)=[O:40].[Na+].C[Mg]Br.[Cl-].[NH4+].C(=O)([O-])O.[Na+].S([O-])([O-])(=O)=S.[Na+].[Na+]. The catalyst is C(OCC)(=O)C.O.O1CCCC1.C(#N)C.[Os]=O.CC(C)=O. The product is [O:1]=[C:2]1[C:7]([CH2:8][C:9]2[CH:10]=[CH:11][C:12]([C:15]3[C:16]([C:21]#[N:22])=[CH:17][CH:18]=[CH:19][CH:20]=3)=[CH:13][CH:14]=2)=[C:6]([CH2:23][CH2:24][CH3:25])[N:5]2[N:26]=[CH:27][N:28]=[C:4]2[N:3]1[CH:29]1[CH2:30][CH2:31][CH:32]([O:35][CH2:36][C:37](=[O:40])[CH3:38])[CH2:33][CH2:34]1. The yield is 0.680. (3) The reactants are [CH3:1][O:2][C:3]1[CH:4]=[C:5]([CH:7]=[CH:8][C:9]=1[C:10]1[O:14][CH:13]=[N:12][CH:11]=1)[NH2:6].[C:15]1([C:21]2[S:25][C:24]([CH:26]=O)=[CH:23][CH:22]=2)[CH:20]=[CH:19][CH:18]=[CH:17][CH:16]=1. No catalyst specified. The product is [C:15]1([C:21]2[S:25][C:24]([CH2:26][NH:6][C:5]3[CH:7]=[CH:8][C:9]([C:10]4[O:14][CH:13]=[N:12][CH:11]=4)=[C:3]([O:2][CH3:1])[CH:4]=3)=[CH:23][CH:22]=2)[CH:20]=[CH:19][CH:18]=[CH:17][CH:16]=1. The yield is 0.721. (4) The reactants are Br[C:2]1[CH:7]=[C:6]([N+:8]([O-:10])=[O:9])[CH:5]=[CH:4][C:3]=1[C:11]([CH3:14])([CH3:13])[CH3:12].[CH3:15][N:16](C=O)C. The catalyst is O.[C-]#N.[C-]#N.[Zn+2].C1C=CC([P]([Pd]([P](C2C=CC=CC=2)(C2C=CC=CC=2)C2C=CC=CC=2)([P](C2C=CC=CC=2)(C2C=CC=CC=2)C2C=CC=CC=2)[P](C2C=CC=CC=2)(C2C=CC=CC=2)C2C=CC=CC=2)(C2C=CC=CC=2)C2C=CC=CC=2)=CC=1. The product is [C:11]([C:3]1[CH:4]=[CH:5][C:6]([N+:8]([O-:10])=[O:9])=[CH:7][C:2]=1[C:15]#[N:16])([CH3:14])([CH3:13])[CH3:12]. The yield is 0.800. (5) The reactants are CC1C=CC(S(O)(=O)=O)=CC=1.[O:12]1[CH2:16][CH2:15][C@@H:14]([NH2:17])[CH2:13]1.[CH:18]1([C:22]2[C:27]([C:28]([O:30][CH3:31])=[O:29])=[CH:26][N:25]=[C:24](S(C)(=O)=O)[N:23]=2)[CH2:21][CH2:20][CH2:19]1.CCN(C(C)C)C(C)C. The catalyst is C1COCC1. The product is [CH:18]1([C:22]2[C:27]([C:28]([O:30][CH3:31])=[O:29])=[CH:26][N:25]=[C:24]([NH:17][C@@H:14]3[CH2:15][CH2:16][O:12][CH2:13]3)[N:23]=2)[CH2:19][CH2:20][CH2:21]1. The yield is 1.00. (6) The reactants are C[C:2]1[C:11]([C:12]([N:14]2[CH2:19][CH2:18][O:17][CH2:16][CH2:15]2)=[O:13])=[CH:10][CH:9]=[CH:8][C:3]=1[C:4]([O:6]C)=[O:5].[Li+].[OH-]. The catalyst is CO.O. The product is [N:14]1([C:12]([C:11]2[CH:2]=[C:3]([CH:8]=[CH:9][CH:10]=2)[C:4]([OH:6])=[O:5])=[O:13])[CH2:15][CH2:16][O:17][CH2:18][CH2:19]1. The yield is 0.960. (7) The catalyst is CO.O. The yield is 0.850. The product is [OH:18][CH2:17][C@@H:6]([NH:7][C:10](=[O:11])[O:12][C:13]([CH3:16])([CH3:15])[CH3:14])[CH2:5][C@H:4]([CH2:8][OH:9])[CH2:1][CH:2]=[CH2:3]. The reactants are [CH2:1]([C@H:4]1[C:8](=[O:9])[N:7]([C:10]([O:12][C:13]([CH3:16])([CH3:15])[CH3:14])=[O:11])[C@H:6]([C:17](OCC)=[O:18])[CH2:5]1)[CH:2]=[CH2:3].[BH4-].[Na+]. (8) The reactants are [CH2:1]([C@@:4]1([C:20]2[CH:25]=[CH:24][C:23]([F:26])=[CH:22][CH:21]=2)[O:9][C:8](=[O:10])[N:7]([C@H:11]([C:13]2[CH:18]=[CH:17][C:16](Br)=[CH:15][CH:14]=2)[CH3:12])[CH2:6][CH2:5]1)[CH:2]=[CH2:3].[NH2:27][C:28]1[N:33]=[CH:32][C:31](B(O)O)=[CH:30][CH:29]=1.C([O-])([O-])=O.[Cs+].[Cs+]. The catalyst is O1CCOCC1.Cl[Pd](Cl)([P](C1C=CC=CC=1)(C1C=CC=CC=1)C1C=CC=CC=1)[P](C1C=CC=CC=1)(C1C=CC=CC=1)C1C=CC=CC=1. The product is [CH2:1]([C@@:4]1([C:20]2[CH:25]=[CH:24][C:23]([F:26])=[CH:22][CH:21]=2)[O:9][C:8](=[O:10])[N:7]([C@H:11]([C:13]2[CH:18]=[CH:17][C:16]([C:31]3[CH:32]=[N:33][C:28]([NH2:27])=[CH:29][CH:30]=3)=[CH:15][CH:14]=2)[CH3:12])[CH2:6][CH2:5]1)[CH:2]=[CH2:3]. The yield is 0.900. (9) The reactants are C[O:2][C:3](=O)[CH2:4][NH:5][C:6]1[CH:11]=[CH:10][CH:9]=[CH:8][C:7]=1[N+:12]([O-])=O. The catalyst is C(OCC)(=O)C.CO.[Pd]. The product is [NH:12]1[C:7]2[C:6](=[CH:11][CH:10]=[CH:9][CH:8]=2)[NH:5][CH2:4][C:3]1=[O:2]. The yield is 0.990. (10) The reactants are [C:1]([O:5][C:6]([N:8]1[CH2:12][C:11]([F:14])([F:13])[CH2:10][CH:9]1[C:15]1[NH:16][C:17]([C:20]2[CH:25]=[CH:24][C:23]([C:26]3[CH:35]=[CH:34][C:33]4[C:28](=[CH:29][CH:30]=[C:31]([C:36]5[NH:37][C:38]([CH:41]6[CH2:45][CH2:44][CH2:43][N:42]6C(OCC6C=CC=CC=6)=O)=[N:39][CH:40]=5)[CH:32]=4)[CH:27]=3)=[CH:22][CH:21]=2)=[CH:18][N:19]=1)=[O:7])([CH3:4])([CH3:3])[CH3:2].C(=O)([O-])[O-].[K+].[K+].[CH3:62][O:63][C:64]([NH:66][CH:67]([CH:71]1[CH2:76][CH2:75][O:74][CH2:73][CH2:72]1)[C:68](O)=[O:69])=[O:65].CN(C(ON1N=NC2C=CC=NC1=2)=[N+](C)C)C.F[P-](F)(F)(F)(F)F.CCN(C(C)C)C(C)C. The catalyst is CCO.[Pd].C(Cl)Cl. The product is [C:1]([O:5][C:6]([N:8]1[CH2:12][C:11]([F:13])([F:14])[CH2:10][CH:9]1[C:15]1[NH:16][C:17]([C:20]2[CH:21]=[CH:22][C:23]([C:26]3[CH:35]=[CH:34][C:33]4[C:28](=[CH:29][CH:30]=[C:31]([C:36]5[NH:37][C:38]([CH:41]6[CH2:45][CH2:44][CH2:43][N:42]6[C:68](=[O:69])[CH:67]([NH:66][C:64]([O:63][CH3:62])=[O:65])[CH:71]6[CH2:76][CH2:75][O:74][CH2:73][CH2:72]6)=[N:39][CH:40]=5)[CH:32]=4)[CH:27]=3)=[CH:24][CH:25]=2)=[CH:18][N:19]=1)=[O:7])([CH3:2])([CH3:4])[CH3:3]. The yield is 0.140.